Dataset: M1 muscarinic receptor agonist screen with 61,833 compounds. Task: Binary Classification. Given a drug SMILES string, predict its activity (active/inactive) in a high-throughput screening assay against a specified biological target. (1) The molecule is O=C(N1CCN(CC1)C(=O)Nc1ccc(cc1)C(=O)C)C(NC(=O)C)Cc1c(ccc(c1)C)C. The result is 0 (inactive). (2) The molecule is O(c1c(NC(=O)c2cccnc2)ccc(OC)c1)C. The result is 0 (inactive). (3) The molecule is o1c2c(n(CCC(=O)Nc3ccc(CC)cc3)c1=O)cccc2. The result is 0 (inactive). (4) The result is 0 (inactive). The drug is S(=O)(=O)(NC1CCCCC1)c1c(c(c(OC)cc1)C)C. (5) The compound is O=C(Cc1ccc(OC)cc1)c1c(cccc1)C(O)=O. The result is 0 (inactive). (6) The drug is S(=O)(=O)(NCC1OCCC1)Cc1ccccc1. The result is 0 (inactive). (7) The drug is Clc1c(CNS(=O)(=O)c2ccc(SC)cc2)cccc1. The result is 0 (inactive). (8) The molecule is O=C1N(C(=O)C2C1CC(=CC2)C)c1nc2c(cc1)cccc2. The result is 0 (inactive). (9) The compound is s1c(C(ON2C(Cc3noc(N)c3C2(C)C)(C)C)=O)ccc1. The result is 0 (inactive).